Dataset: Full USPTO retrosynthesis dataset with 1.9M reactions from patents (1976-2016). Task: Predict the reactants needed to synthesize the given product. (1) Given the product [ClH:42].[ClH:42].[ClH:42].[NH2:33][CH:25]([CH2:26][C:27]1[CH:28]=[CH:29][CH:30]=[CH:31][CH:32]=1)[CH:24]([OH:41])[CH2:23][N:9]([CH2:10][C:11]1[CH:16]=[CH:15][C:14]([C:17]2[CH:22]=[CH:21][CH:20]=[CH:19][N:18]=2)=[CH:13][CH:12]=1)[NH2:8], predict the reactants needed to synthesize it. The reactants are: C(OC([NH:8][N:9]([CH2:23][CH:24]([OH:41])[CH:25]([NH:33]C(OC(C)(C)C)=O)[CH2:26][C:27]1[CH:32]=[CH:31][CH:30]=[CH:29][CH:28]=1)[CH2:10][C:11]1[CH:16]=[CH:15][C:14]([C:17]2[CH:22]=[CH:21][CH:20]=[CH:19][N:18]=2)=[CH:13][CH:12]=1)=O)(C)(C)C.[ClH:42]. (2) The reactants are: [C:1]([C:4]1[C:22](=[O:23])[C@@:8]2([CH3:24])[C:9]3[C:15]([OH:16])=[CH:14][C:13]([O:17][CH3:18])=[C:12]([C:19]([NH2:21])=[O:20])[C:10]=3[O:11][C:7]2=[CH:6][C:5]=1[OH:25])(=[O:3])[CH3:2].[Cl:26][C:27]1[CH:32]=[C:31]([Cl:33])[C:30]([CH3:34])=[CH:29][C:28]=1[S:35]([NH:38][C:39]1[CH:44]=[C:43]([CH3:45])[C:42]([CH:46]=O)=[C:41]([CH3:48])[CH:40]=1)(=[O:37])=[O:36].C([SiH](CC)CC)C.FC(F)(F)C(O)=O. Given the product [C:1]([C:4]1[C:22](=[O:23])[C@@:8]2([CH3:24])[C:9]3[C:15]([OH:16])=[CH:14][C:13]([O:17][CH3:18])=[C:12]([C:19]([NH:21][CH2:46][C:42]4[C:43]([CH3:45])=[CH:44][C:39]([NH:38][S:35]([C:28]5[CH:29]=[C:30]([CH3:34])[C:31]([Cl:33])=[CH:32][C:27]=5[Cl:26])(=[O:37])=[O:36])=[CH:40][C:41]=4[CH3:48])=[O:20])[C:10]=3[O:11][C:7]2=[CH:6][C:5]=1[OH:25])(=[O:3])[CH3:2], predict the reactants needed to synthesize it. (3) Given the product [Cl:19][CH2:20][C:21]([N:5]1[CH2:6][CH2:7][C@H:3]([OH:2])[C@H:4]1[C:8]([O:10][CH3:11])=[O:9])=[O:22], predict the reactants needed to synthesize it. The reactants are: Cl.[OH:2][C@H:3]1[CH2:7][CH2:6][NH:5][C@@H:4]1[C:8]([O:10][CH3:11])=[O:9].CCN(CC)CC.[Cl:19][CH2:20][C:21](Cl)=[O:22]. (4) The reactants are: [CH2:1]([S:3]([N:6]1[C:14]2[CH:13]=[CH:12][C:11]([C:15]([N:17]3[CH2:22][CH2:21][CH:20]([CH3:23])[CH2:19][CH2:18]3)=[O:16])=[CH:10][C:9]=2[C:8]2[CH2:24][N:25](C(OC(C)(C)C)=O)[CH2:26][CH2:27][C:7]1=2)(=[O:5])=[O:4])[CH3:2].[F:35][C:36]([F:41])([F:40])[C:37]([OH:39])=[O:38]. Given the product [CH2:1]([S:3]([N:6]1[C:14]2[CH:13]=[CH:12][C:11]([C:15]([N:17]3[CH2:22][CH2:21][CH:20]([CH3:23])[CH2:19][CH2:18]3)=[O:16])=[CH:10][C:9]=2[C:8]2[CH2:24][NH:25][CH2:26][CH2:27][C:7]1=2)(=[O:4])=[O:5])[CH3:2].[F:35][C:36]([F:41])([F:40])[C:37]([OH:39])=[O:38], predict the reactants needed to synthesize it.